From a dataset of Forward reaction prediction with 1.9M reactions from USPTO patents (1976-2016). Predict the product of the given reaction. (1) Given the reactants [N+:1]([C:4]1[CH:9]=[CH:8][C:7]([S:10][CH2:11][CH2:12][N:13]2[CH:17]=[N:16][N:15]=[CH:14]2)=[CH:6][CH:5]=1)([O-])=O.[Cl-].[Ca+2].[Cl-], predict the reaction product. The product is: [NH2:1][C:4]1[CH:9]=[CH:8][C:7]([S:10][CH2:11][CH2:12][N:13]2[CH:14]=[N:15][N:16]=[CH:17]2)=[CH:6][CH:5]=1. (2) Given the reactants [Cl:1][C:2]1[CH:7]=[CH:6][C:5]([C:8]2[CH:16]=[CH:15][CH:14]=[C:13]3[C:9]=2[CH2:10][C:11](=[O:17])[NH:12]3)=[CH:4][CH:3]=1.[N:18]1([CH2:23][CH2:24][NH:25][C:26]([C:28]2[C:32]([CH3:33])=[C:31]([CH:34]=O)[NH:30][C:29]=2[CH3:36])=[O:27])[CH:22]=[CH:21][N:20]=[N:19]1, predict the reaction product. The product is: [N:18]1([CH2:23][CH2:24][NH:25][C:26]([C:28]2[C:32]([CH3:33])=[C:31]([CH:34]=[C:10]3[C:9]4[C:13](=[CH:14][CH:15]=[CH:16][C:8]=4[C:5]4[CH:4]=[CH:3][C:2]([Cl:1])=[CH:7][CH:6]=4)[NH:12][C:11]3=[O:17])[NH:30][C:29]=2[CH3:36])=[O:27])[CH:22]=[CH:21][N:20]=[N:19]1. (3) Given the reactants [CH2:1]([NH:8][C:9]1[N:13]([CH2:14][CH3:15])[C:12]2[CH:16]=[CH:17][C:18]([N:20]([C:22]3[CH:27]=[CH:26][N:25]=[C:24]([Cl:28])[N:23]=3)[CH3:21])=[CH:19][C:11]=2[N:10]=1)[C:2]1[CH:7]=[CH:6][CH:5]=[CH:4][CH:3]=1.[NH2:29][C:30]1[CH:31]=[CH:32][C:33]([CH3:40])=[C:34]([S:36]([NH2:39])(=[O:38])=[O:37])[CH:35]=1, predict the reaction product. The product is: [ClH:28].[CH2:1]([NH:8][C:9]1[N:13]([CH2:14][CH3:15])[C:12]2[CH:16]=[CH:17][C:18]([N:20]([CH3:21])[C:22]3[CH:27]=[CH:26][N:25]=[C:24]([NH:29][C:30]4[CH:31]=[CH:32][C:33]([CH3:40])=[C:34]([S:36]([NH2:39])(=[O:37])=[O:38])[CH:35]=4)[N:23]=3)=[CH:19][C:11]=2[N:10]=1)[C:2]1[CH:7]=[CH:6][CH:5]=[CH:4][CH:3]=1. (4) Given the reactants [S:1]1[CH:5]=[C:4]([NH:6][C:7](=[O:13])[O:8][C:9]([CH3:12])([CH3:11])[CH3:10])[N:3]=[CH:2]1.C[Si]([N-][Si](C)(C)C)(C)C.[Li+].[F:24][C:25]1[CH:30]=[C:29]([F:31])[C:28]([F:32])=[CH:27][C:26]=1[S:33](Cl)(=[O:35])=[O:34], predict the reaction product. The product is: [S:1]1[CH:5]=[C:4]([N:6]([S:33]([C:26]2[CH:27]=[C:28]([F:32])[C:29]([F:31])=[CH:30][C:25]=2[F:24])(=[O:35])=[O:34])[C:7](=[O:13])[O:8][C:9]([CH3:10])([CH3:12])[CH3:11])[N:3]=[CH:2]1. (5) Given the reactants C(OC([NH:8][CH2:9][C:10]1([C:18]([OH:20])=[O:19])[C:12]2([CH2:17][CH2:16][CH2:15][CH2:14][CH2:13]2)[CH2:11]1)=O)(C)(C)C.[ClH:21].CCOCC, predict the reaction product. The product is: [ClH:21].[NH2:8][CH2:9][C:10]1([C:18]([OH:20])=[O:19])[C:12]2([CH2:17][CH2:16][CH2:15][CH2:14][CH2:13]2)[CH2:11]1. (6) Given the reactants C([O:5][C:6]([N:8]1[CH:13]([C:14]2[NH:18][C:17]3[CH:19]=[C:20]([C:23]4[CH:35]=[CH:34][C:33]5[C:32]6[C:27](=[CH:28][C:29]([C:36]7[NH:37][C:38]([CH:41]8[CH2:47][C:44]9([CH2:46][CH2:45]9)[CH2:43][N:42]8[C:48](=[O:58])[CH:49]([NH:53][C:54]([O:56][CH3:57])=[O:55])[CH:50]([CH3:52])[CH3:51])=[N:39][CH:40]=7)=[CH:30][CH:31]=6)[C:26]([F:60])([F:59])[C:25]=5[CH:24]=4)[CH:21]=[CH:22][C:16]=3[N:15]=2)[CH:12]2[CH2:61][CH:9]1[CH2:10][CH2:11]2)=O)(C)(C)C.Cl.CCN(C(C)C)C(C)C.CN(C(ON1N=[N:87][C:82]2[CH:83]=[CH:84][CH:85]=[N:86]C1=2)=[N+](C)C)C.F[P-](F)(F)(F)(F)F.C[CH2:97][O:98][C:99](C)=[O:100], predict the reaction product. The product is: [CH3:97][O:98][C:99](=[O:100])[NH:87][CH:82]([C:6]([N:8]1[CH:13]([C:14]2[NH:18][C:17]3[CH:19]=[C:20]([C:23]4[CH:35]=[CH:34][C:33]5[C:32]6[C:27](=[CH:28][C:29]([C:36]7[NH:37][C:38]([CH:41]8[CH2:47][C:44]9([CH2:45][CH2:46]9)[CH2:43][N:42]8[C:48](=[O:58])[CH:49]([NH:53][C:54]([O:56][CH3:57])=[O:55])[CH:50]([CH3:51])[CH3:52])=[N:39][CH:40]=7)=[CH:30][CH:31]=6)[C:26]([F:59])([F:60])[C:25]=5[CH:24]=4)[CH:21]=[CH:22][C:16]=3[N:15]=2)[CH:12]2[CH2:61][CH:9]1[CH2:10][CH2:11]2)=[O:5])[CH2:83][CH2:84][C:85]#[N:86]. (7) Given the reactants [CH2:1]([O:8][CH2:9][C:10]1([C:15]([O:17]C)=[O:16])[CH2:14][CH2:13][CH2:12][O:11]1)[C:2]1[CH:7]=[CH:6][CH:5]=[CH:4][CH:3]=1.[OH-].[Na+], predict the reaction product. The product is: [CH2:1]([O:8][CH2:9][C:10]1([C:15]([OH:17])=[O:16])[CH2:14][CH2:13][CH2:12][O:11]1)[C:2]1[CH:7]=[CH:6][CH:5]=[CH:4][CH:3]=1. (8) The product is: [F:22][C:23]1[CH:24]=[C:25]([NH:26][C:2]2[N:3]=[C:4]([NH:20][CH3:21])[C:5]3[CH2:10][CH2:9][CH:8]([C:11]4[CH:16]=[C:15]([F:17])[C:14]([F:18])=[C:13]([F:19])[CH:12]=4)[C:6]=3[N:7]=2)[CH:27]=[CH:28][C:29]=1[N:30]1[C:34]([CH3:35])=[N:33][CH:32]=[N:31]1. Given the reactants Cl[C:2]1[N:3]=[C:4]([NH:20][CH3:21])[C:5]2[CH2:10][CH2:9][CH:8]([C:11]3[CH:16]=[C:15]([F:17])[C:14]([F:18])=[C:13]([F:19])[CH:12]=3)[C:6]=2[N:7]=1.[F:22][C:23]1[CH:24]=[C:25]([CH:27]=[CH:28][C:29]=1[N:30]1[C:34]([CH3:35])=[N:33][CH:32]=[N:31]1)[NH2:26], predict the reaction product. (9) The product is: [CH2:25]([NH:21][C:20]1[C:19]2[C:14](=[CH:15][CH:16]=[C:17]([Br:22])[CH:18]=2)[N:13]=[C:12]2[N:8]([CH2:1][C:2]3[CH:7]=[CH:6][CH:5]=[CH:4][CH:3]=3)[CH2:9][CH2:10][C:11]=12)[CH:23]=[CH2:24]. Given the reactants [CH2:1]([N:8]1[C:12]2=[N:13][C:14]3[C:19]([C:20]([NH2:21])=[C:11]2[CH2:10][CH2:9]1)=[CH:18][C:17]([Br:22])=[CH:16][CH:15]=3)[C:2]1[CH:7]=[CH:6][CH:5]=[CH:4][CH:3]=1.[C:23](N=P1(N(CC)CC)N(C)C=CN1C)(C)([CH3:25])[CH3:24].C(Br)C=C.O, predict the reaction product. (10) Given the reactants [C:1]1([S:7]([NH:10][CH2:11][C@H:12]2[CH2:17][CH2:16][C@H:15]([C:18]([NH:20][C:21]3[CH2:29][C@H:28]4[C@H:23]([CH2:24][CH2:25][C:26]5[CH:33]=[C:32]([O:34]C)[CH:31]=[CH:30][C:27]=54)[N:22]=3)=[O:19])[CH2:14][CH2:13]2)(=[O:9])=[O:8])[CH:6]=[CH:5][CH:4]=[CH:3][CH:2]=1.B(Br)(Br)Br.Cl, predict the reaction product. The product is: [C:1]1([S:7]([NH:10][CH2:11][C@H:12]2[CH2:17][CH2:16][C@H:15]([C:18]([NH:20][C:21]3[CH2:29][C@H:28]4[C@H:23]([CH2:24][CH2:25][C:26]5[CH:33]=[C:32]([OH:34])[CH:31]=[CH:30][C:27]=54)[N:22]=3)=[O:19])[CH2:14][CH2:13]2)(=[O:9])=[O:8])[CH:2]=[CH:3][CH:4]=[CH:5][CH:6]=1.